Dataset: Reaction yield outcomes from USPTO patents with 853,638 reactions. Task: Predict the reaction yield, written as a fraction of the theoretical maximum amount of product (1.0 means a 100% yield; for example, 0.34 means a 34% yield). (1) The reactants are [N+:1]([C:4]1[CH:5]=[CH:6][C:7]([C:10]([OH:12])=O)=[N:8][CH:9]=1)([O-:3])=[O:2].Cl.[NH2:14][C:15]1[CH:20]=[CH:19][C:18]([NH:21][C:22]2[CH:27]=[C:26]([CH3:28])[N:25]=[C:24]([NH2:29])[N:23]=2)=[CH:17][CH:16]=1.C(N(CC)C1C=CC=CC=1)C. The catalyst is O=P(Cl)(Cl)Cl. The product is [NH2:29][C:24]1[N:23]=[C:22]([NH:21][C:18]2[CH:19]=[CH:20][C:15]([NH:14][C:10]([C:7]3[CH:6]=[CH:5][C:4]([N+:1]([O-:3])=[O:2])=[CH:9][N:8]=3)=[O:12])=[CH:16][CH:17]=2)[CH:27]=[C:26]([CH3:28])[N:25]=1. The yield is 0.310. (2) The reactants are [CH3:1][O:2][CH2:3][CH:4]([NH:6][C:7]([C:9]1[CH:10]=[C:11]([C:18]2[CH:23]=[CH:22][C:21]([CH3:24])=[CH:20][CH:19]=2)[CH:12]=[C:13]([N+:15]([O-])=O)[CH:14]=1)=[O:8])[CH3:5].Cl[Sn]Cl. The catalyst is CO. The product is [CH3:1][O:2][CH2:3][CH:4]([NH:6][C:7]([C:9]1[CH:10]=[C:11]([C:18]2[CH:19]=[CH:20][C:21]([CH3:24])=[CH:22][CH:23]=2)[CH:12]=[C:13]([NH2:15])[CH:14]=1)=[O:8])[CH3:5]. The yield is 0.903. (3) The reactants are FC(F)(F)C(O)=O.[CH3:8][O:9][C:10]1[CH:11]=[C:12]([CH:37]=[C:38]([O:40][CH3:41])[CH:39]=1)[CH2:13][CH2:14][C:15]1[CH:19]=[C:18]([NH:20][C:21](=[O:29])[C:22]2[CH:27]=[CH:26][C:25]([I:28])=[CH:24][CH:23]=2)[N:17](C(OC(C)(C)C)=O)[N:16]=1. The catalyst is C(Cl)Cl. The product is [CH3:8][O:9][C:10]1[CH:11]=[C:12]([CH2:13][CH2:14][C:15]2[CH:19]=[C:18]([NH:20][C:21](=[O:29])[C:22]3[CH:23]=[CH:24][C:25]([I:28])=[CH:26][CH:27]=3)[NH:17][N:16]=2)[CH:37]=[C:38]([O:40][CH3:41])[CH:39]=1. The yield is 0.243. (4) The product is [ClH:30].[NH2:23][C:20]1[CH:21]=[CH:22][C:17]([C:16]([NH:15][C:12]2[CH:11]=[CH:10][C:9]([S:8][C:6]3[CH:5]=[CH:4][N:3]=[C:2]([NH2:1])[CH:7]=3)=[CH:14][CH:13]=2)=[O:26])=[CH:18][CH:19]=1. The reactants are [NH2:1][C:2]1[CH:7]=[C:6]([S:8][C:9]2[CH:14]=[CH:13][C:12]([NH:15][C:16](=[O:26])[C:17]3[CH:22]=[CH:21][C:20]([N+:23]([O-])=O)=[CH:19][CH:18]=3)=[CH:11][CH:10]=2)[CH:5]=[CH:4][N:3]=1.CCO.[ClH:30]. The catalyst is [Fe].O. The yield is 0.930. (5) The reactants are C(N(CC)CC)C.[C:8]1([CH3:18])[CH:13]=[CH:12][C:11]([S:14](Cl)(=[O:16])=[O:15])=[CH:10][CH:9]=1.[CH3:19][O:20][C:21](=[O:38])[C@@H:22]1[CH2:26][C@@H:25]([OH:27])[CH2:24][N:23]1[C:28]([O:30][CH2:31][C:32]1[CH:37]=[CH:36][CH:35]=[CH:34][CH:33]=1)=[O:29]. The catalyst is CN(C)C1C=CN=CC=1.C(Cl)Cl. The product is [CH3:19][O:20][C:21](=[O:38])[C@@H:22]1[CH2:26][C@@H:25]([O:27][S:14]([C:11]2[CH:12]=[CH:13][C:8]([CH3:18])=[CH:9][CH:10]=2)(=[O:16])=[O:15])[CH2:24][N:23]1[C:28]([O:30][CH2:31][C:32]1[CH:37]=[CH:36][CH:35]=[CH:34][CH:33]=1)=[O:29]. The yield is 1.00. (6) The reactants are [NH2:1][C@@H:2]([CH2:33][C:34]1[CH:39]=[CH:38][CH:37]=[CH:36][CH:35]=1)[C@@H:3]([OH:32])[CH2:4][C@H:5]([NH:19][C:20]([C@@H:22]([NH:27][C:28](=[O:31])[O:29][CH3:30])[C:23]([CH3:26])([CH3:25])[CH3:24])=[O:21])[CH2:6][C:7]1[CH:12]=[CH:11][C:10]([C:13]2[CH:18]=[CH:17][CH:16]=[CH:15][N:14]=2)=[CH:9][CH:8]=1.[CH3:40][O:41][C:42]1[CH:62]=[CH:61][CH:60]=[CH:59][C:43]=1[CH2:44][N:45]1[CH2:49][CH2:48][N:47]([C@@H:50]([C:54]([CH3:57])([CH3:56])[CH3:55])[C:51](O)=[O:52])[C:46]1=[O:58].CCOP(ON1N=NC2C=CC=CC=2C1=O)(OCC)=O.C(N(CC)C(C)C)(C)C. The catalyst is C1COCC1. The product is [OH:32][C@H:3]([C@@H:2]([NH:1][C:51](=[O:52])[C@@H:50]([N:47]1[CH2:48][CH2:49][N:45]([CH2:44][C:43]2[CH:59]=[CH:60][CH:61]=[CH:62][C:42]=2[O:41][CH3:40])[C:46]1=[O:58])[C:54]([CH3:57])([CH3:56])[CH3:55])[CH2:33][C:34]1[CH:35]=[CH:36][CH:37]=[CH:38][CH:39]=1)[CH2:4][C@H:5]([NH:19][C:20]([C@@H:22]([NH:27][C:28](=[O:31])[O:29][CH3:30])[C:23]([CH3:26])([CH3:25])[CH3:24])=[O:21])[CH2:6][C:7]1[CH:12]=[CH:11][C:10]([C:13]2[CH:18]=[CH:17][CH:16]=[CH:15][N:14]=2)=[CH:9][CH:8]=1. The yield is 0.470. (7) The reactants are C(OC([NH:11][CH:12]1[N:18]=[C:17]([C:19]2[CH:24]=[CH:23][CH:22]=[CH:21][CH:20]=2)[C:16]2[CH:25]=[CH:26][CH:27]=[CH:28][C:15]=2[N:14]([CH2:29][CH2:30][CH2:31][C:32]([F:35])([F:34])[F:33])[C:13]1=[O:36])=O)C1C=CC=CC=1. The catalyst is C(Cl)Cl. The product is [NH2:11][CH:12]1[N:18]=[C:17]([C:19]2[CH:20]=[CH:21][CH:22]=[CH:23][CH:24]=2)[C:16]2[CH:25]=[CH:26][CH:27]=[CH:28][C:15]=2[N:14]([CH2:29][CH2:30][CH2:31][C:32]([F:34])([F:33])[F:35])[C:13]1=[O:36]. The yield is 1.00.